Dataset: Reaction yield outcomes from USPTO patents with 853,638 reactions. Task: Predict the reaction yield, written as a fraction of the theoretical maximum amount of product (1.0 means a 100% yield; for example, 0.34 means a 34% yield). (1) The reactants are [CH2:1]([O:8][C:9]1[CH:14]=[CH:13][C:12]([Cl:15])=[CH:11][C:10]=1I)[C:2]1[CH:7]=[CH:6][CH:5]=[CH:4][CH:3]=1.C([Li])CCC.C([O:24][B:25](OCC)[O:26]CC)C. The catalyst is C(OCC)C.O1CCCC1. The product is [CH2:1]([O:8][C:9]1[CH:14]=[CH:13][C:12]([Cl:15])=[CH:11][C:10]=1[B:25]([OH:26])[OH:24])[C:2]1[CH:7]=[CH:6][CH:5]=[CH:4][CH:3]=1. The yield is 0.740. (2) The reactants are [C:1]([C:9]1[CH:14]=[C:13]([Cl:15])[CH:12]=[CH:11][C:10]=1[NH:16][C:17](=[O:35])[C:18]([C:21]1[CH:26]=[C:25]([C:27]([F:30])([F:29])[F:28])[CH:24]=[C:23]([C:31]([F:34])([F:33])[F:32])[CH:22]=1)([CH3:20])[CH3:19])(=[O:8])[C:2]1[CH:7]=[CH:6][CH:5]=[CH:4][CH:3]=1.[H-].[Na+].[CH3:38]I. No catalyst specified. The product is [C:1]([C:9]1[CH:14]=[C:13]([Cl:15])[CH:12]=[CH:11][C:10]=1[N:16]([CH3:38])[C:17](=[O:35])[C:18]([C:21]1[CH:22]=[C:23]([C:31]([F:34])([F:33])[F:32])[CH:24]=[C:25]([C:27]([F:30])([F:28])[F:29])[CH:26]=1)([CH3:20])[CH3:19])(=[O:8])[C:2]1[CH:7]=[CH:6][CH:5]=[CH:4][CH:3]=1. The yield is 0.320. (3) The reactants are C(O[BH-](OC(=O)C)OC(=O)C)(=O)C.[Na+].Cl.[CH2:16]1[C:25]2[C:20](=[CH:21][CH:22]=[C:23]([C:26]([O:28][CH3:29])=[O:27])[CH:24]=2)[CH2:19][CH2:18][NH:17]1.[C:30]([C:32]1[CH:39]=[CH:38][C:35]([CH:36]=O)=[CH:34][CH:33]=1)#[N:31].C(=O)(O)[O-].[Na+]. The catalyst is ClCCl.C(OCC)C. The product is [C:30]([C:32]1[CH:39]=[CH:38][C:35]([CH2:36][N:17]2[CH2:18][CH2:19][C:20]3[C:25](=[CH:24][C:23]([C:26]([O:28][CH3:29])=[O:27])=[CH:22][CH:21]=3)[CH2:16]2)=[CH:34][CH:33]=1)#[N:31]. The yield is 0.300. (4) The reactants are C(OC([NH:8][N:9]([C:13]([C:15]1[N:24]=[C:23]2[N:17]([CH2:18][CH2:19][O:20][C:21]3[CH:28]=[C:27]([Br:29])[CH:26]=[CH:25][C:22]=32)[CH:16]=1)=[O:14])[CH:10]([CH3:12])[CH3:11])=O)(C)(C)C.[ClH:30].O1CCOCC1. The catalyst is CO. The product is [ClH:30].[ClH:30].[CH:10]([N:9]([C:13]([C:15]1[N:24]=[C:23]2[N:17]([CH2:18][CH2:19][O:20][C:21]3[CH:28]=[C:27]([Br:29])[CH:26]=[CH:25][C:22]=32)[CH:16]=1)=[O:14])[NH2:8])([CH3:12])[CH3:11]. The yield is 1.00. (5) The reactants are [Cl:1][C:2]1[C:10]2[N:9]=[C:8]3[N:11]([C:15]4[C:20]([Cl:21])=[CH:19][C:18]([Cl:22])=[CH:17][C:16]=4[Cl:23])[CH2:12][CH2:13][CH2:14][N:7]3[C:6]=2[C:5]([CH:24]([NH2:29])[C:25]([F:28])([F:27])[F:26])=[CH:4][CH:3]=1.C(N(CC)CC)C.[F:37][C:38]([F:45])([F:44])[CH2:39][S:40](Cl)(=[O:42])=[O:41]. The catalyst is O1CCCC1.C(=O)(O)[O-].[Na+]. The product is [Cl:1][C:2]1[C:10]2[N:9]=[C:8]3[N:11]([C:15]4[C:20]([Cl:21])=[CH:19][C:18]([Cl:22])=[CH:17][C:16]=4[Cl:23])[CH2:12][CH2:13][CH2:14][N:7]3[C:6]=2[C:5]([CH:24]([NH:29][S:40]([CH2:39][C:38]([F:45])([F:44])[F:37])(=[O:42])=[O:41])[C:25]([F:26])([F:27])[F:28])=[CH:4][CH:3]=1. The yield is 0.960.